From a dataset of Forward reaction prediction with 1.9M reactions from USPTO patents (1976-2016). Predict the product of the given reaction. (1) Given the reactants Br[C:2]1[CH:9]=[C:8]([CH3:10])[C:5]([C:6]#[N:7])=[C:4]([O:11][CH3:12])[CH:3]=1.[NH:13]1[CH2:18][CH2:17][O:16][CH2:15][CH2:14]1.C(=O)([O-])[O-].[Cs+].[Cs+].C1(P(C2C=CC=CC=2)C2C=CC3C(=CC=CC=3)C=2C2C3C(=CC=CC=3)C=CC=2P(C2C=CC=CC=2)C2C=CC=CC=2)C=CC=CC=1, predict the reaction product. The product is: [CH3:12][O:11][C:4]1[CH:3]=[C:2]([N:13]2[CH2:18][CH2:17][O:16][CH2:15][CH2:14]2)[CH:9]=[C:8]([CH3:10])[C:5]=1[C:6]#[N:7]. (2) Given the reactants [F:1][C:2]([F:15])([F:14])[S:3]([O:6]S(C(F)(F)F)(=O)=O)(=[O:5])=[O:4].[CH:16]1([N:19]2[C:27]3[C:22](=[C:23](O)[CH:24]=[C:25]([C:28]([O:30][CH2:31][CH3:32])=[O:29])[CH:26]=3)[CH:21]=[CH:20]2)[CH2:18][CH2:17]1.N1C=CC=CC=1.Cl, predict the reaction product. The product is: [CH:16]1([N:19]2[C:27]3[C:22](=[C:23]([O:6][S:3]([C:2]([F:15])([F:14])[F:1])(=[O:5])=[O:4])[CH:24]=[C:25]([C:28]([O:30][CH2:31][CH3:32])=[O:29])[CH:26]=3)[CH:21]=[CH:20]2)[CH2:17][CH2:18]1. (3) The product is: [CH3:9][O:8][C:4]1[CH:5]=[CH:6][CH:7]=[C:2]([O:1][CH2:20][CH:22]2[CH2:23][O:24]2)[C:3]=1[NH:10][C:11](=[O:13])[CH3:12]. Given the reactants [OH:1][C:2]1[CH:7]=[CH:6][CH:5]=[C:4]([O:8][CH3:9])[C:3]=1[NH:10][C:11](=[O:13])[CH3:12].C(=O)([O-])[O-].[K+].[K+].[CH2:20]([CH:22]1[O:24][CH2:23]1)Br, predict the reaction product. (4) Given the reactants Cl[C:2]1[CH:3]=[CH:4][C:5](OCCCCCCC)=[C:6]([CH:32]=1)[C:7]([NH:9][C@@H:10]([CH2:14][C:15]1[CH:20]=[CH:19][C:18]([C:21]2[CH:26]=[CH:25][C:24](OC(F)(F)F)=[CH:23][CH:22]=2)=[CH:17][CH:16]=1)[C:11]([OH:13])=[O:12])=[O:8].[CH2:41]([C:43]1[CH:48]=[CH:47][C:46](B(O)O)=[CH:45][CH:44]=1)[CH3:42], predict the reaction product. The product is: [C:18]1([C:21]2[CH:26]=[CH:25][CH:24]=[CH:23][CH:22]=2)[CH:19]=[CH:20][C:15]([CH2:14][C@H:10]([NH:9][C:7]([C:6]2[CH:32]=[C:2]([C:45]3[CH:46]=[CH:47][CH:48]=[C:43]([CH2:41][CH3:42])[CH:44]=3)[CH:3]=[CH:4][CH:5]=2)=[O:8])[C:11]([OH:13])=[O:12])=[CH:16][CH:17]=1. (5) Given the reactants [CH:1]([N:4]1[C:12]2[C:7](=[CH:8][CH:9]=[C:10]([N+:13]([O-])=O)[CH:11]=2)[C:6]([C:16]2[CH:23]=[CH:22][C:19]([C:20]#[N:21])=[CH:18][CH:17]=2)=[CH:5]1)([CH3:3])[CH3:2].[H][H], predict the reaction product. The product is: [NH2:13][C:10]1[CH:11]=[C:12]2[C:7]([C:6]([C:16]3[CH:17]=[CH:18][C:19]([C:20]#[N:21])=[CH:22][CH:23]=3)=[CH:5][N:4]2[CH:1]([CH3:2])[CH3:3])=[CH:8][CH:9]=1.